From a dataset of Catalyst prediction with 721,799 reactions and 888 catalyst types from USPTO. Predict which catalyst facilitates the given reaction. (1) Reactant: [S:1]1[CH:5]=[CH:4][N:3]2[CH:6]=[C:7]([C:9]3[CH:19]=[CH:18][CH:17]=[CH:16][C:10]=3[C:11]([O:13]CC)=[O:12])[N:8]=[C:2]12. Product: [S:1]1[CH:5]=[CH:4][N:3]2[CH:6]=[C:7]([C:9]3[CH:19]=[CH:18][CH:17]=[CH:16][C:10]=3[C:11]([OH:13])=[O:12])[N:8]=[C:2]12. The catalyst class is: 33. (2) Reactant: Br[C:2]1[C:7]([Cl:8])=[CH:6][N:5]=[C:4]([NH2:9])[CH:3]=1.[CH3:10][C:11]1([CH3:27])[C:15]([CH3:17])([CH3:16])[O:14][B:13]([B:13]2[O:14][C:15]([CH3:17])([CH3:16])[C:11]([CH3:27])([CH3:10])[O:12]2)[O:12]1.C([O-])(=O)C.[K+].ClCCl. Product: [Cl:8][C:7]1[C:2]([B:13]2[O:14][C:15]([CH3:17])([CH3:16])[C:11]([CH3:27])([CH3:10])[O:12]2)=[CH:3][C:4]([NH2:9])=[N:5][CH:6]=1. The catalyst class is: 423.